From a dataset of Full USPTO retrosynthesis dataset with 1.9M reactions from patents (1976-2016). Predict the reactants needed to synthesize the given product. (1) Given the product [Br-:22].[CH2:15]([N:14]([CH:17]([CH3:19])[CH3:18])[CH:11]1[CH2:13][CH2:29][N+:25]([CH2:20][CH3:21])([CH2:24][CH3:23])[CH2:26][CH2:12]1)[CH3:16], predict the reactants needed to synthesize it. The reactants are: C(NC1CCNCC1)(C)C.[CH:11]([N:14]([CH:17]([CH3:19])[CH3:18])[CH2:15][CH3:16])([CH3:13])[CH3:12].[CH2:20]([Br:22])[CH3:21].[CH3:23][CH2:24][N:25]([CH:29](C)C)[CH:26](C)C.Br. (2) Given the product [Cl:1][C:2]1[CH:11]=[C:10]([CH:12]([NH2:36])[CH3:13])[C:9]([N:15]2[CH2:20][CH2:19][N:18]([C:21](=[O:29])[C:22]3[CH:27]=[CH:26][CH:25]=[CH:24][C:23]=3[F:28])[CH2:17][CH2:16]2)=[C:8]2[C:3]=1[CH:4]=[CH:5][CH:6]=[N:7]2, predict the reactants needed to synthesize it. The reactants are: [Cl:1][C:2]1[CH:11]=[C:10]([C:12](=O)[CH3:13])[C:9]([N:15]2[CH2:20][CH2:19][N:18]([C:21](=[O:29])[C:22]3[CH:27]=[CH:26][CH:25]=[CH:24][C:23]=3[F:28])[CH2:17][CH2:16]2)=[C:8]2[C:3]=1[CH:4]=[CH:5][CH:6]=[N:7]2.C([O-])(=O)C.[NH4+].C([BH3-])#[N:36].[Na+].O1CCCC1.